The task is: Predict the reactants needed to synthesize the given product.. This data is from Full USPTO retrosynthesis dataset with 1.9M reactions from patents (1976-2016). (1) Given the product [NH2:21][CH:18]([C:9]1[N:10]=[C:11]2[S:17][CH2:16][CH2:15][N:12]2[C:13](=[O:14])[C:8]=1[CH2:1][C:2]1[CH:3]=[CH:4][CH:5]=[CH:6][CH:7]=1)[CH2:19][CH3:20], predict the reactants needed to synthesize it. The reactants are: [CH2:1]([C:8]1[C:13](=[O:14])[N:12]2[CH2:15][CH2:16][S:17][C:11]2=[N:10][C:9]=1[CH:18]([N:21]1C(=O)C2C(=CC=CC=2)C1=O)[CH2:19][CH3:20])[C:2]1[CH:7]=[CH:6][CH:5]=[CH:4][CH:3]=1.O.NN. (2) Given the product [CH3:14][O:13][C:6]1[CH:5]=[CH:4][C:3](/[CH:1]=[N:18]/[O:17][CH3:16])=[CH:12][C:7]=1[C:8]([O:10][CH3:11])=[O:9], predict the reactants needed to synthesize it. The reactants are: [CH:1]([C:3]1[CH:4]=[CH:5][C:6]([O:13][CH3:14])=[C:7]([CH:12]=1)[C:8]([O:10][CH3:11])=[O:9])=O.Cl.[CH3:16][O:17][NH2:18]. (3) Given the product [ClH:1].[Cl:1][C:6]1[CH:5]=[CH:4][C:3]([F:2])=[CH:8][C:7]=1[CH:9]1[CH2:10][CH2:11][NH:12][CH2:13][CH2:14]1, predict the reactants needed to synthesize it. The reactants are: [ClH:1].[F:2][C:3]1[CH:4]=[CH:5][C:6](C(F)(F)F)=[C:7]([C:9]2[CH2:10][CH2:11][NH:12][CH2:13][CH:14]=2)[CH:8]=1.CC(O)=O. (4) Given the product [F:41][C:35]1[CH:36]=[C:37]([F:40])[CH:38]=[CH:39][C:34]=1[O:33][C:5]1[CH:4]=[CH:3][C:2]([NH:1][S:53]([CH2:51][CH3:52])(=[O:55])=[O:54])=[CH:7][C:6]=1[C:8]1[C:16]2[C:11](=[C:12]([O:30][CH3:31])[N:13]=[C:14]([CH:17]3[CH2:22][CH2:21][N:20]([C:23]([O:25][C:26]([CH3:27])([CH3:28])[CH3:29])=[O:24])[CH2:19][CH2:18]3)[CH:15]=2)[N:10]([CH3:32])[CH:9]=1, predict the reactants needed to synthesize it. The reactants are: [NH2:1][C:2]1[CH:3]=[CH:4][C:5]([O:33][C:34]2[CH:39]=[CH:38][C:37]([F:40])=[CH:36][C:35]=2[F:41])=[C:6]([C:8]2[C:16]3[C:11](=[C:12]([O:30][CH3:31])[N:13]=[C:14]([CH:17]4[CH2:22][CH2:21][N:20]([C:23]([O:25][C:26]([CH3:29])([CH3:28])[CH3:27])=[O:24])[CH2:19][CH2:18]4)[CH:15]=3)[N:10]([CH3:32])[CH:9]=2)[CH:7]=1.C(N(C(C)C)C(C)C)C.[CH2:51]([S:53](Cl)(=[O:55])=[O:54])[CH3:52].[OH-].[Na+]. (5) Given the product [CH2:1]([O:3][C:4](=[O:5])[C:6]1[CH:11]=[C:10]([C:12]#[N:13])[C:9]([N:14]2[CH2:15][CH:16]([C:18]([O:20][C:21]([CH3:24])([CH3:23])[CH3:22])=[O:19])[CH2:17]2)=[N:8][C:7]=1[O:25][CH3:28])[CH3:2], predict the reactants needed to synthesize it. The reactants are: [CH2:1]([O:3][C:4]([C:6]1[C:7](=[O:25])[NH:8][C:9]([N:14]2[CH2:17][CH:16]([C:18]([O:20][C:21]([CH3:24])([CH3:23])[CH3:22])=[O:19])[CH2:15]2)=[C:10]([C:12]#[N:13])[CH:11]=1)=[O:5])[CH3:2].CI.[CH3:28]S(C)=O. (6) Given the product [F:1][C:2]1[CH:3]=[CH:4][C:5]([C:8]2[CH:29]=[CH:28][C:11]3[N:12]=[C:13]([C:18]4[CH:27]=[CH:26][CH:25]=[C:20]([C:21]5[N:22]=[C:32]([CH2:33][CH2:34][CH2:35][OH:36])[O:24][N:23]=5)[CH:19]=4)[CH2:14][C:15](=[O:17])[NH:16][C:10]=3[CH:9]=2)=[CH:6][CH:7]=1, predict the reactants needed to synthesize it. The reactants are: [F:1][C:2]1[CH:7]=[CH:6][C:5]([C:8]2[CH:29]=[CH:28][C:11]3[N:12]=[C:13]([C:18]4[CH:19]=[C:20]([CH:25]=[CH:26][CH:27]=4)[C:21]([NH:23][OH:24])=[NH:22])[CH2:14][C:15](=[O:17])[NH:16][C:10]=3[CH:9]=2)=[CH:4][CH:3]=1.[H-].[Na+].[C:32]1(=O)[O:36][CH2:35][CH2:34][CH2:33]1. (7) Given the product [F:1][C:2]1[CH:3]=[CH:4][C:5]([N:8]2[C:16]3[C:11](=[CH:12][C:13]([O:17][C@H:18]([C:22]4[CH:23]=[CH:24][CH:25]=[CH:26][CH:27]=4)[C@@H:19]([NH:20][C:35]([NH:34][CH2:33][C:29]4[O:28][CH:32]=[CH:31][CH:30]=4)=[S:36])[CH3:21])=[CH:14][CH:15]=3)[CH:10]=[N:9]2)=[CH:6][CH:7]=1, predict the reactants needed to synthesize it. The reactants are: [F:1][C:2]1[CH:7]=[CH:6][C:5]([N:8]2[C:16]3[C:11](=[CH:12][C:13]([O:17][C@H:18]([C:22]4[CH:27]=[CH:26][CH:25]=[CH:24][CH:23]=4)[C@H:19]([CH3:21])[NH2:20])=[CH:14][CH:15]=3)[CH:10]=[N:9]2)=[CH:4][CH:3]=1.[O:28]1[CH:32]=[CH:31][CH:30]=[C:29]1[CH2:33][N:34]=[C:35]=[S:36].O. (8) The reactants are: [OH:1][CH2:2][C:3]1[N:8]=[C:7]([C:9]([O:11][CH3:12])=[O:10])[CH:6]=[C:5]([CH2:13][CH2:14][CH2:15][S:16][CH3:17])[CH:4]=1. Given the product [CH:2]([C:3]1[N:8]=[C:7]([C:9]([O:11][CH3:12])=[O:10])[CH:6]=[C:5]([CH2:13][CH2:14][CH2:15][S:16][CH3:17])[CH:4]=1)=[O:1], predict the reactants needed to synthesize it.